Dataset: Blood-brain barrier permeability classification from the B3DB database. Task: Regression/Classification. Given a drug SMILES string, predict its absorption, distribution, metabolism, or excretion properties. Task type varies by dataset: regression for continuous measurements (e.g., permeability, clearance, half-life) or binary classification for categorical outcomes (e.g., BBB penetration, CYP inhibition). Dataset: b3db_classification. (1) The molecule is C[C@@H]1NCCO[C@H]1c1ccccc1. The result is 1 (penetrates BBB). (2) The compound is CN[C@H]1CC[C@@H](c2ccc(Cl)c(Cl)c2)c2ccccc21. The result is 1 (penetrates BBB). (3) The molecule is CC1(C)OC2CC3C4CC(F)C5=CC(=O)C=CC5(C)C4(F)C(O)CC3(C)C2(C(=O)COC(=O)C2CC2)O1. The result is 1 (penetrates BBB). (4) The result is 1 (penetrates BBB). The compound is CN1c2cc(F)ccc2C(c2ccccc2)=NC[C@H]1CNC(=O)c1ccoc1. (5) The compound is CC(=O)OCC1=C(C(=O)O)N2C(=O)C(NC(=O)CC#N)C2SC1. The result is 0 (does not penetrate BBB). (6) The result is 1 (penetrates BBB). The compound is CCCCC(=O)OC1(C(=O)CO)CCC2C3CCC4=CC(=O)C=CC4(C)C3C(O)CC21C. (7) The molecule is C[C@@H]1OC(=O)C[C@H](O)C[C@H](O)CC[C@@H](O)[C@H](O)C[C@H](O)C[C@]2(O)C[C@H](O)[C@@H](C(=O)O)[C@H](C[C@@H](O[C@@H]3O[C@H](C)[C@@H](O)[C@H](N)[C@@H]3O)/C=C/C=C/C=C/C=C/C=C/C=C/C=C/[C@H](C)[C@@H](O)[C@H]1C)O2. The result is 0 (does not penetrate BBB). (8) The drug is N#CC(=Cc1ccc(O)cc1)C(C#N)=Cc1ccc(O)cc1. The result is 0 (does not penetrate BBB). (9) The molecule is CC(C)c1ccc2oc3nc(N)c(C(=O)O)cc3c(=O)c2c1. The result is 0 (does not penetrate BBB). (10) The molecule is CC(C)(C)OC(=O)N[C@]1(C=O)[C@@H](S(C)(=O)=O)[C@@H]1c1ccc2c(c1)OCO2. The result is 1 (penetrates BBB).